Dataset: Retrosynthesis with 50K atom-mapped reactions and 10 reaction types from USPTO. Task: Predict the reactants needed to synthesize the given product. Given the product COc1cc(Nc2nc3n(n2)CCCCC3c2ccc(OC(F)(F)F)cc2)c(F)cc1-n1cnc(C)n1, predict the reactants needed to synthesize it. The reactants are: COc1cc(Nc2n[nH]c(C(CCCCCl)c3ccc(OC(F)(F)F)cc3)n2)c(F)cc1-n1cnc(C)n1.